Task: Predict the product of the given reaction.. Dataset: Forward reaction prediction with 1.9M reactions from USPTO patents (1976-2016) Given the reactants Cl.[NH2:2][C:3](=[NH:18])[N:4]1[CH2:9][CH2:8][CH:7]([NH:10][C:11](=[O:17])[O:12][C:13]([CH3:16])([CH3:15])[CH3:14])[CH2:6][CH2:5]1.[Cl:19][C:20]([SH:23])(Cl)Cl.[OH-].[Na+], predict the reaction product. The product is: [Cl:19][C:20]1[S:23][N:2]=[C:3]([N:4]2[CH2:5][CH2:6][CH:7]([NH:10][C:11](=[O:17])[O:12][C:13]([CH3:15])([CH3:14])[CH3:16])[CH2:8][CH2:9]2)[N:18]=1.